Dataset: Catalyst prediction with 721,799 reactions and 888 catalyst types from USPTO. Task: Predict which catalyst facilitates the given reaction. (1) Reactant: N1C=CC=CC=1.[F:7][CH:8]([F:20])[O:9][C:10]1[CH:19]=[CH:18][C:13]([C:14]([NH:16][NH2:17])=O)=[CH:12][CH:11]=1.CS[C:23]([N:26]1[CH2:31][CH2:30][O:29][CH2:28][CH:27]1[C:32]1[CH:36]=[C:35]([C:37]2[CH:42]=[CH:41][CH:40]=[C:39]([Cl:43])[CH:38]=2)[O:34][N:33]=1)=[N:24][CH3:25]. Product: [Cl:43][C:39]1[CH:38]=[C:37]([C:35]2[O:34][N:33]=[C:32]([CH:27]3[CH2:28][O:29][CH2:30][CH2:31][N:26]3[C:23]3[N:24]([CH3:25])[C:14]([C:13]4[CH:18]=[CH:19][C:10]([O:9][CH:8]([F:20])[F:7])=[CH:11][CH:12]=4)=[N:16][N:17]=3)[CH:36]=2)[CH:42]=[CH:41][CH:40]=1. The catalyst class is: 412. (2) Reactant: [Cl:1][CH2:2][C:3]([N:5]1[CH2:10][CH2:9][CH:8]([C:11]([NH:13]C(C)(C)C)=O)[CH2:7][CH2:6]1)=[O:4].P(Cl)(Cl)(Cl)=O.O.[OH-].[Na+]. Product: [Cl:1][CH2:2][C:3]([N:5]1[CH2:6][CH2:7][CH:8]([C:11]#[N:13])[CH2:9][CH2:10]1)=[O:4]. The catalyst class is: 9. (3) Reactant: [CH3:1][Mg+].[Br-].CON(C)[C:7]([C:9]1[C:14](=[O:15])[C:13]([CH2:16][O:17][CH3:18])=[CH:12][N:11]([C:19]2[CH:24]=[CH:23][CH:22]=[C:21]([C:25]([F:28])([F:27])[F:26])[CH:20]=2)[N:10]=1)=[O:8]. Product: [C:7]([C:9]1[C:14](=[O:15])[C:13]([CH2:16][O:17][CH3:18])=[CH:12][N:11]([C:19]2[CH:24]=[CH:23][CH:22]=[C:21]([C:25]([F:26])([F:28])[F:27])[CH:20]=2)[N:10]=1)(=[O:8])[CH3:1]. The catalyst class is: 1. (4) Reactant: C(OC(=O)[NH:7][C@H:8]([C:11]1[N:15]([C:16]2[CH:21]=[CH:20][CH:19]=[CH:18][CH:17]=2)[C:14]2[CH:22]=[CH:23][CH:24]=[CH:25][C:13]=2[N:12]=1)[CH2:9][CH3:10])(C)(C)C.C(O)(C(F)(F)F)=O. Product: [C:16]1([N:15]2[C:14]3[CH:22]=[CH:23][CH:24]=[CH:25][C:13]=3[N:12]=[C:11]2[C@@H:8]([NH2:7])[CH2:9][CH3:10])[CH:17]=[CH:18][CH:19]=[CH:20][CH:21]=1. The catalyst class is: 2. (5) Reactant: [CH:1]1([C@H:7]([NH:50]C(=O)OC(C)(C)C)[C:8]([NH:10][C@H:11]([C:16]([N:18]2[C@H:29]([C:30](=[O:49])[NH:31][C@:32]3([C:37](=[O:48])[NH:38][S:39]([C:42]4([CH2:45][CH2:46][CH3:47])[CH2:44][CH2:43]4)(=[O:41])=[O:40])[CH2:34][C@@H:33]3[CH2:35][CH3:36])[CH2:28][C@:20]3([C:25]([CH3:27])([CH3:26])[C:21]43[CH2:24][CH2:23][CH2:22]4)[CH2:19]2)=[O:17])[C:12]([CH3:15])([CH3:14])[CH3:13])=[O:9])[CH2:6][CH2:5][CH2:4][CH2:3][CH2:2]1.Cl. Product: [NH2:50][C@@H:7]([CH:1]1[CH2:6][CH2:5][CH2:4][CH2:3][CH2:2]1)[C:8]([NH:10][C@@H:11]([C:12]([CH3:14])([CH3:13])[CH3:15])[C:16]([N:18]1[C@H:29]([C:30]([NH:31][C@:32]2([C:37](=[O:48])[NH:38][S:39]([C:42]3([CH2:45][CH2:46][CH3:47])[CH2:44][CH2:43]3)(=[O:40])=[O:41])[CH2:34][C@@H:33]2[CH2:35][CH3:36])=[O:49])[CH2:28][C@:20]2([C:25]([CH3:26])([CH3:27])[C:21]32[CH2:22][CH2:23][CH2:24]3)[CH2:19]1)=[O:17])=[O:9]. The catalyst class is: 12.